This data is from Human liver microsome stability data. The task is: Regression/Classification. Given a drug SMILES string, predict its absorption, distribution, metabolism, or excretion properties. Task type varies by dataset: regression for continuous measurements (e.g., permeability, clearance, half-life) or binary classification for categorical outcomes (e.g., BBB penetration, CYP inhibition). Dataset: hlm. The drug is FC(F)(F)c1ccccc1CN(C1CCOCC1)[C@H]1CCNC1. The result is 0 (unstable in human liver microsomes).